This data is from Catalyst prediction with 721,799 reactions and 888 catalyst types from USPTO. The task is: Predict which catalyst facilitates the given reaction. (1) Reactant: [C:1](OC(=O)C)(=[O:3])[CH3:2].N1C=CC=CC=1.[Br:14][C:15]1[CH:16]=[CH:17][C:18]([C:21]2[NH:25][C:24]3[CH:26]=[C:27]([CH:41]4[CH2:45][CH2:44][CH2:43][NH:42]4)[C:28]([O:30][C:31]4[CH:36]=[CH:35][C:34]([S:37]([CH3:40])(=[O:39])=[O:38])=[CH:33][CH:32]=4)=[CH:29][C:23]=3[N:22]=2)=[N:19][CH:20]=1. Product: [Br:14][C:15]1[CH:16]=[CH:17][C:18]([C:21]2[NH:25][C:24]3[CH:26]=[C:27]([CH:41]4[CH2:45][CH2:44][CH2:43][N:42]4[C:1](=[O:3])[CH3:2])[C:28]([O:30][C:31]4[CH:36]=[CH:35][C:34]([S:37]([CH3:40])(=[O:38])=[O:39])=[CH:33][CH:32]=4)=[CH:29][C:23]=3[N:22]=2)=[N:19][CH:20]=1. The catalyst class is: 22. (2) Reactant: [CH3:1][O:2][CH2:3][C@H:4]([OH:6])[CH3:5].[H-].[Na+].[N:9]1[C:16]([Cl:17])=[N:15][C:13](Cl)=[N:12][C:10]=1[Cl:11].O. Product: [Cl:11][C:10]1[N:9]=[C:16]([Cl:17])[N:15]=[C:13]([O:6][C@H:4]([CH3:5])[CH2:3][O:2][CH3:1])[N:12]=1. The catalyst class is: 1. (3) Reactant: [C:1](N1C=NC=N1)(N1C=NC=N1)=[O:2].[Br:13][C:14]1[N:18]([CH3:19])[N:17]=[CH:16][C:15]=1[C:20]1[N:21]=[C:22]([CH3:28])[N:23]([NH:25][CH:26]=[NH:27])[CH:24]=1. Product: [Br:13][C:14]1[N:18]([CH3:19])[N:17]=[CH:16][C:15]=1[C:20]1[N:21]=[C:22]([CH3:28])[N:23]2[C:24]=1[C:1](=[O:2])[NH:27][CH:26]=[N:25]2. The catalyst class is: 169.